Dataset: Forward reaction prediction with 1.9M reactions from USPTO patents (1976-2016). Task: Predict the product of the given reaction. (1) Given the reactants [CH:1]([NH2:4])([CH3:3])[CH3:2].C[Al](C)C.[NH2:9][C:10]1[C:14]([C:15]([O:17]CC)=O)=[CH:13][N:12]([C:20]2[CH:25]=[CH:24][N:23]=[N:22][CH:21]=2)[N:11]=1.C(C(C(C([O-])=O)O)O)([O-])=O.[Na+].[K+], predict the reaction product. The product is: [NH2:9][C:10]1[C:14]([C:15]([NH:4][CH:1]([CH3:3])[CH3:2])=[O:17])=[CH:13][N:12]([C:20]2[CH:25]=[CH:24][N:23]=[N:22][CH:21]=2)[N:11]=1. (2) Given the reactants [C:1]([O:5][C:6]([NH:8][C@H:9]1[CH2:17][N:16]2[C:12](=[N:13][C:14]3[CH:21]=[C:20]([C:22]([OH:24])=O)[CH:19]=[CH:18][C:15]=32)[CH2:11][C@@H:10]1[C:25]1[CH:30]=[C:29]([F:31])[C:28]([F:32])=[CH:27][C:26]=1[F:33])=[O:7])([CH3:4])([CH3:3])[CH3:2].ON1C2C=[CH:41][CH:42]=[CH:43][C:38]=2[N:37]=N1.N1CCCC1.C(N(CC)C(C)C)(C)C.Cl.CN(C)CCCN=C=NCC, predict the reaction product. The product is: [C:1]([O:5][C:6](=[O:7])[NH:8][C@H:9]1[CH2:17][N:16]2[C:12](=[N:13][C:14]3[CH:21]=[C:20]([C:22]([N:37]4[CH2:38][CH2:43][CH2:42][CH2:41]4)=[O:24])[CH:19]=[CH:18][C:15]=32)[CH2:11][C@@H:10]1[C:25]1[CH:30]=[C:29]([F:31])[C:28]([F:32])=[CH:27][C:26]=1[F:33])([CH3:2])([CH3:4])[CH3:3]. (3) Given the reactants C(OC([NH:8][C:9]1([C:12]2[NH:13][C:14]([C:22]3[CH:31]=[CH:30][CH:29]=[C:28]4[C:23]=3[N:24]=[C:25]([NH:33][C:34]([CH3:37])([CH3:36])[CH3:35])[C:26]([CH3:32])=[N:27]4)=[CH:15][C:16]=2[C:17]([O:19]CC)=[O:18])[CH2:11][CH2:10]1)=O)(C)(C)C.[ClH:38], predict the reaction product. The product is: [ClH:38].[NH2:8][C:9]1([C:12]2[NH:13][C:14]([C:22]3[CH:31]=[CH:30][CH:29]=[C:28]4[C:23]=3[N:24]=[C:25]([NH:33][C:34]([CH3:37])([CH3:36])[CH3:35])[C:26]([CH3:32])=[N:27]4)=[CH:15][C:16]=2[C:17]([OH:19])=[O:18])[CH2:11][CH2:10]1. (4) Given the reactants [CH3:1][O:2][P:3]([CH2:7][OH:8])(=[O:6])[O:4][CH3:5].N1C=CC=CC=1.[F:15][C:16]([F:29])([F:28])[S:17](O[S:17]([C:16]([F:29])([F:28])[F:15])(=[O:19])=[O:18])(=[O:19])=[O:18], predict the reaction product. The product is: [CH3:1][O:2][P:3]([CH2:7][O:8][S:17]([C:16]([F:29])([F:28])[F:15])(=[O:19])=[O:18])([O:4][CH3:5])=[O:6]. (5) Given the reactants [CH3:1][CH:2](O)[CH2:3][CH2:4][CH2:5][CH2:6][CH2:7][CH2:8][CH2:9][CH2:10][CH2:11][CH2:12][CH2:13][CH2:14][CH3:15].C(Br)(Br)(Br)[Br:18].C1(P(C2C=CC=CC=2)C2C=CC=CC=2)C=CC=CC=1, predict the reaction product. The product is: [Br:18][CH:2]([CH2:3][CH2:4][CH2:5][CH2:6][CH2:7][CH2:8][CH2:9][CH2:10][CH2:11][CH2:12][CH2:13][CH2:14][CH3:15])[CH3:1]. (6) Given the reactants C(OC([NH:8][C:9]1[CH:14]=[CH:13][C:12]([NH:15][C:16]([NH:18][S:19]([C:22]2[S:23][C:24]([Cl:27])=[CH:25][CH:26]=2)(=[O:21])=[O:20])=[O:17])=[CH:11][C:10]=1[CH3:28])=O)(C)(C)C.C(O)(C(F)(F)F)=O, predict the reaction product. The product is: [NH2:8][C:9]1[CH:14]=[CH:13][C:12]([NH:15][C:16]([NH:18][S:19]([C:22]2[S:23][C:24]([Cl:27])=[CH:25][CH:26]=2)(=[O:21])=[O:20])=[O:17])=[CH:11][C:10]=1[CH3:28]. (7) The product is: [CH2:17]([O:16][C:10]1[C:9]([C:24]([O:26][CH3:27])=[O:25])=[N:8][N:7]2[CH2:6][CH2:5][CH2:4][NH:1][C:12](=[O:13])[C:11]=12)[C:18]1[CH:23]=[CH:22][CH:21]=[CH:20][CH:19]=1. Given the reactants [N:1]([CH2:4][CH2:5][CH2:6][N:7]1[C:11]([C:12](OC)=[O:13])=[C:10]([O:16][CH2:17][C:18]2[CH:23]=[CH:22][CH:21]=[CH:20][CH:19]=2)[C:9]([C:24]([O:26][CH3:27])=[O:25])=[N:8]1)=[N+]=[N-].C1(P(C2C=CC=CC=2)C2C=CC=CC=2)C=CC=CC=1.O, predict the reaction product. (8) Given the reactants [CH3:1][C:2]([C:8]1[CH:13]=[C:12]([N:14]2[CH2:19][CH2:18][O:17][CH2:16][CH2:15]2)[N:11]=[C:10]([C:20]2[CH:25]=[CH:24][C:23]([NH:26]C(=O)OC(C)(C)C)=[CH:22][CH:21]=2)[N:9]=1)([S:4]([CH3:7])(=[O:6])=[O:5])[CH3:3].FC(F)(F)C(O)=O, predict the reaction product. The product is: [CH3:3][C:2]([C:8]1[CH:13]=[C:12]([N:14]2[CH2:19][CH2:18][O:17][CH2:16][CH2:15]2)[N:11]=[C:10]([C:20]2[CH:21]=[CH:22][C:23]([NH2:26])=[CH:24][CH:25]=2)[N:9]=1)([S:4]([CH3:7])(=[O:5])=[O:6])[CH3:1]. (9) Given the reactants C1(C2C(CN3CCC[C@H](OC4C=C([Cl:28])C=C(Cl)C=4)C3)=CC(F)=C(C=2)C(O)=O)CC1.Cl.[CH:31]1([C:34]2[C:35]([CH2:44][N:45]3[CH2:50][CH2:49][N:48]([C@H:51]([C:53]4[CH:58]=[C:57]([Cl:59])[CH:56]=[C:55]([Cl:60])[CH:54]=4)[CH3:52])[C@@H:47]([CH3:61])[CH2:46]3)=[CH:36][C:37]([F:43])=[C:38]([CH:42]=2)[C:39]([OH:41])=[O:40])[CH2:33][CH2:32]1.C1(S(N)(=O)=O)CC1, predict the reaction product. The product is: [ClH:28].[ClH:59].[CH:31]1([C:34]2[C:35]([CH2:44][N:45]3[CH2:50][CH2:49][N:48]([C@H:51]([C:53]4[CH:58]=[C:57]([Cl:59])[CH:56]=[C:55]([Cl:60])[CH:54]=4)[CH3:52])[C@@H:47]([CH3:61])[CH2:46]3)=[CH:36][C:37]([F:43])=[C:38]([CH:42]=2)[C:39]([OH:41])=[O:40])[CH2:33][CH2:32]1.